Dataset: NCI-60 drug combinations with 297,098 pairs across 59 cell lines. Task: Regression. Given two drug SMILES strings and cell line genomic features, predict the synergy score measuring deviation from expected non-interaction effect. (1) Drug 1: C1C(C(OC1N2C=C(C(=O)NC2=O)F)CO)O. Drug 2: CN(C(=O)NC(C=O)C(C(C(CO)O)O)O)N=O. Cell line: HS 578T. Synergy scores: CSS=14.5, Synergy_ZIP=-0.00898, Synergy_Bliss=-0.100, Synergy_Loewe=-28.3, Synergy_HSA=0.736. (2) Drug 2: C1C(C(OC1N2C=NC(=NC2=O)N)CO)O. Cell line: SNB-75. Synergy scores: CSS=-5.81, Synergy_ZIP=4.20, Synergy_Bliss=0.0423, Synergy_Loewe=-3.81, Synergy_HSA=-4.97. Drug 1: C1CCC(C1)C(CC#N)N2C=C(C=N2)C3=C4C=CNC4=NC=N3. (3) Drug 1: CC12CCC3C(C1CCC2=O)CC(=C)C4=CC(=O)C=CC34C. Drug 2: C1CCC(CC1)NC(=O)N(CCCl)N=O. Cell line: A498. Synergy scores: CSS=32.0, Synergy_ZIP=2.60, Synergy_Bliss=3.65, Synergy_Loewe=-13.1, Synergy_HSA=3.67.